Predict which catalyst facilitates the given reaction. From a dataset of Catalyst prediction with 721,799 reactions and 888 catalyst types from USPTO. The catalyst class is: 3. Reactant: S(O[CH2:12][CH2:13][O:14][CH2:15][CH2:16][O:17][CH2:18][CH2:19][O:20][CH2:21][CH2:22][C:23]([O:25][C:26]([CH3:29])([CH3:28])[CH3:27])=[O:24])(C1C=CC(C)=CC=1)(=O)=O.[N-:30]=[N+:31]=[N-:32].[Na+]. Product: [N:30]([CH2:12][CH2:13][O:14][CH2:15][CH2:16][O:17][CH2:18][CH2:19][O:20][CH2:21][CH2:22][C:23]([O:25][C:26]([CH3:29])([CH3:28])[CH3:27])=[O:24])=[N+:31]=[N-:32].